Dataset: Forward reaction prediction with 1.9M reactions from USPTO patents (1976-2016). Task: Predict the product of the given reaction. (1) Given the reactants [CH3:1][S:2]([C:5]1[CH:10]=[CH:9][C:8]([C:11]2[N:16]=[CH:15][C:14]([O:17][CH2:18][CH:19]3[CH2:24][CH2:23][N:22]([C:25]#[N:26])[CH2:21][CH2:20]3)=[CH:13][CH:12]=2)=[CH:7][CH:6]=1)(=[O:4])=[O:3].[Cl-].[NH4+].[N-:29]=[N+:30]=[N-:31].[Na+], predict the reaction product. The product is: [CH3:1][S:2]([C:5]1[CH:10]=[CH:9][C:8]([C:11]2[CH:12]=[CH:13][C:14]([O:17][CH2:18][CH:19]3[CH2:24][CH2:23][N:22]([C:25]4[NH:31][N:30]=[N:29][N:26]=4)[CH2:21][CH2:20]3)=[CH:15][N:16]=2)=[CH:7][CH:6]=1)(=[O:3])=[O:4]. (2) Given the reactants [CH3:1][C:2]([O:5][C:6]([NH:8][C@H:9]([C:13]([OH:15])=[O:14])[CH2:10][C:11]#[CH:12])=[O:7])([CH3:4])[CH3:3].[CH2:16]([N:23]=[N+:24]=[N-:25])[C:17]1[CH:22]=[CH:21][CH:20]=[CH:19][CH:18]=1.O=C1O[C@H]([C@H](CO)O)C([O-])=C1O.[Na+], predict the reaction product. The product is: [CH2:16]([N:23]1[CH:12]=[C:11]([CH2:10][C@H:9]([NH:8][C:6]([O:5][C:2]([CH3:1])([CH3:3])[CH3:4])=[O:7])[C:13]([OH:15])=[O:14])[N:25]=[N:24]1)[C:17]1[CH:22]=[CH:21][CH:20]=[CH:19][CH:18]=1. (3) Given the reactants [CH2:13]1O[CH2:17][CH2:16][O:15][CH2:14][CH2:13]O[CH2:17][CH2:16][O:15][CH2:14][CH2:13]O[CH2:17][CH2:16][O:15][CH2:14]1.CC(C)([O-])C.[K+].[ClH:25].[CH2:26]([N:33]1[C:37]2=[C:38]([C:42]3[CH:47]=[CH:46][C:45]([S:48][CH3:49])=[CH:44][CH:43]=3)[N:39]=[CH:40][CH:41]=[C:36]2[C:35](CO)=[C:34]1C)[C:27]1[CH:32]=[CH:31][CH:30]=[CH:29][CH:28]=1.ICC, predict the reaction product. The product is: [ClH:25].[CH2:26]([N:33]1[C:37]2=[C:38]([C:42]3[CH:43]=[CH:44][C:45]([S:48][CH3:49])=[CH:46][CH:47]=3)[N:39]=[CH:40][CH:41]=[C:36]2[C:17]([CH2:16][O:15][CH2:14][CH3:13])=[C:34]1[CH3:35])[C:27]1[CH:28]=[CH:29][CH:30]=[CH:31][CH:32]=1. (4) Given the reactants [NH:1]1[CH2:6][CH2:5][CH:4]([CH2:7][CH2:8][OH:9])[CH2:3][CH2:2]1.[C:10](=O)([O:16]C(C)(C)C)[O:11][C:12]([CH3:15])([CH3:14])[CH3:13], predict the reaction product. The product is: [C:12]([O:11][C:10]([N:1]1[CH2:6][CH2:5][CH:4]([CH2:7][CH2:8][OH:9])[CH2:3][CH2:2]1)=[O:16])([CH3:15])([CH3:14])[CH3:13]. (5) Given the reactants [F:1][C:2]1[CH:7]=[CH:6][CH:5]=[CH:4][C:3]=1[C:8]1[N:13]=[C:12]2[CH:14]=[CH:15][NH:16][C:11]2=[CH:10][CH:9]=1.C1C(=O)N([I:24])C(=O)C1, predict the reaction product. The product is: [F:1][C:2]1[CH:7]=[CH:6][CH:5]=[CH:4][C:3]=1[C:8]1[N:13]=[C:12]2[C:14]([I:24])=[CH:15][NH:16][C:11]2=[CH:10][CH:9]=1. (6) Given the reactants [CH3:1][O:2][C:3]([C:5]1[S:9][C:8]([N:10]2[CH2:15][CH2:14][NH:13][CH2:12][CH2:11]2)=[N:7][CH:6]=1)=[O:4].[CH3:16][N:17]([CH3:32])[C:18]1[CH:27]=[CH:26][CH:25]=[C:24]2[C:19]=1[CH:20]=[CH:21][CH:22]=[C:23]2[S:28](Cl)(=[O:30])=[O:29].C(N(CC)CC)C.O, predict the reaction product. The product is: [CH3:1][O:2][C:3]([C:5]1[S:9][C:8]([N:10]2[CH2:11][CH2:12][N:13]([S:28]([C:23]3[C:24]4[C:19](=[C:18]([N:17]([CH3:32])[CH3:16])[CH:27]=[CH:26][CH:25]=4)[CH:20]=[CH:21][CH:22]=3)(=[O:30])=[O:29])[CH2:14][CH2:15]2)=[N:7][CH:6]=1)=[O:4]. (7) Given the reactants [C:1]([O:7][CH2:8][C@H:9]([C:15]1[C:24]([CH3:25])=[CH:23][C:18]2[N:19]=[C:20](Cl)[S:21][C:17]=2[C:16]=1[Br:26])[O:10][C:11]([CH3:14])([CH3:13])[CH3:12])(=[O:6])[C:2]([CH3:5])([CH3:4])[CH3:3].[CH3:27][O-:28].[Na+], predict the reaction product. The product is: [C:1]([O:7][CH2:8][C@H:9]([C:15]1[C:24]([CH3:25])=[CH:23][C:18]2[N:19]=[C:20]([O:28][CH3:27])[S:21][C:17]=2[C:16]=1[Br:26])[O:10][C:11]([CH3:14])([CH3:13])[CH3:12])(=[O:6])[C:2]([CH3:5])([CH3:4])[CH3:3]. (8) Given the reactants C([C:5]1[CH:10]=[C:9]([CH3:11])[CH:8]=[C:7]([N:12]2[N:16]=[C:15]3[CH:17]=[CH:18][C:19]([Cl:21])=[CH:20][C:14]3=[N:13]2)[C:6]=1[OH:22])(C)(C)C.C1(C)C=CC=CC=1, predict the reaction product. The product is: [Cl:21][C:19]1[CH:18]=[CH:17][C:15]2=[N:16][N:12]([C:7]3[CH:8]=[C:9]([CH3:11])[CH:10]=[CH:5][C:6]=3[OH:22])[N:13]=[C:14]2[CH:20]=1.